The task is: Predict which catalyst facilitates the given reaction.. This data is from Catalyst prediction with 721,799 reactions and 888 catalyst types from USPTO. (1) The catalyst class is: 95. Product: [Br:1][C:2]1[CH:8]=[CH:7][CH:6]=[CH:5][C:3]=1[NH:4][C:15](=[O:24])/[CH:16]=[CH:17]/[C:18]1[CH:23]=[CH:22][CH:21]=[CH:20][CH:19]=1. Reactant: [Br:1][C:2]1[CH:8]=[CH:7][CH:6]=[CH:5][C:3]=1[NH2:4].C(=O)([O-])[O-].[K+].[K+].[C:15](Cl)(=[O:24])[CH:16]=[CH:17][C:18]1[CH:23]=[CH:22][CH:21]=[CH:20][CH:19]=1. (2) Reactant: Cl[C:2]1[C:7]([N+:8]([O-:10])=[O:9])=[CH:6][CH:5]=[C:4]([Cl:11])[N:3]=1.[F:12][C:13]([F:23])([F:22])[O:14][C:15]1[CH:21]=[CH:20][CH:19]=[CH:18][C:16]=1[NH2:17]. Product: [Cl:11][C:4]1[N:3]=[C:2]([NH:17][C:16]2[CH:18]=[CH:19][CH:20]=[CH:21][C:15]=2[O:14][C:13]([F:12])([F:22])[F:23])[C:7]([N+:8]([O-:10])=[O:9])=[CH:6][CH:5]=1. The catalyst class is: 8.